This data is from Catalyst prediction with 721,799 reactions and 888 catalyst types from USPTO. The task is: Predict which catalyst facilitates the given reaction. (1) Reactant: Cl.[NH2:2][C:3]1[N:8]=[C:7]([C:9]2[CH:18]=[C:17]3[C:12]([CH2:13][CH2:14][N:15]([C:19]4[CH:20]=[CH:21][C:22]([C:25]([OH:27])=O)=[N:23][CH:24]=4)[CH2:16]3)=[CH:11][CH:10]=2)[CH:6]=[C:5]([N:28]2[CH2:33][CH2:32][N:31]([CH3:34])[CH2:30][CH2:29]2)[N:4]=1.CN.F[P-](F)(F)(F)(F)F.[N:44]1(O[P+](N(C)C)(N(C)C)N(C)C)[C:48]2C=CC=CC=2N=N1.CN1CCOCC1. Product: [NH2:2][C:3]1[N:8]=[C:7]([C:9]2[CH:18]=[C:17]3[C:12]([CH2:13][CH2:14][N:15]([C:19]4[CH:20]=[CH:21][C:22]([C:25]([NH:44][CH3:48])=[O:27])=[N:23][CH:24]=4)[CH2:16]3)=[CH:11][CH:10]=2)[CH:6]=[C:5]([N:28]2[CH2:29][CH2:30][N:31]([CH3:34])[CH2:32][CH2:33]2)[N:4]=1. The catalyst class is: 9. (2) The catalyst class is: 6. Product: [CH3:14][C:13]1[CH:12]=[C:11]([NH:15][C:16]2[NH:20][N:19]=[N:18][N:17]=2)[CH:10]=[C:9]([CH3:21])[C:8]=1[O:7][C:6]1[CH:22]=[CH:23][C:24]([OH:25])=[C:4]([CH:1]([CH3:3])[CH3:2])[CH:5]=1. Reactant: [CH:1]([C:4]1[CH:5]=[C:6]([CH:22]=[CH:23][C:24]=1[O:25]C)[O:7][C:8]1[C:13]([CH3:14])=[CH:12][C:11]([NH:15][C:16]2[NH:20][N:19]=[N:18][N:17]=2)=[CH:10][C:9]=1[CH3:21])([CH3:3])[CH3:2].B(Br)(Br)Br. (3) Reactant: Cl[C:2]1[N:11]=[C:10]([NH:12][CH2:13][CH:14]([C:20]2[CH:25]=[CH:24][CH:23]=[CH:22][CH:21]=2)[N:15]2[CH2:19][CH2:18][CH2:17][CH2:16]2)[C:9]2[C:4](=[CH:5][CH:6]=[CH:7][CH:8]=2)[N:3]=1.[CH3:26][S:27]([NH:30][C:31]1[CH:36]=[CH:35][C:34](B(O)O)=[CH:33][CH:32]=1)(=[O:29])=[O:28].CN(C)C1C=CC(C2N=C(NCC(C3C=CC=CC=3)C3NC=CC=3)C3C(=CC=CC=3)N=2)=CC=1. Product: [C:20]1([CH:14]([N:15]2[CH2:19][CH2:18][CH2:17][CH2:16]2)[CH2:13][NH:12][C:10]2[C:9]3[C:4](=[CH:5][CH:6]=[CH:7][CH:8]=3)[N:3]=[C:2]([C:34]3[CH:33]=[CH:32][C:31]([NH:30][S:27]([CH3:26])(=[O:28])=[O:29])=[CH:36][CH:35]=3)[N:11]=2)[CH:25]=[CH:24][CH:23]=[CH:22][CH:21]=1. The catalyst class is: 61. (4) Reactant: C[O:2][C:3]([C:5]1[CH:6]=[C:7]([NH:15][CH2:16][C:17]2[C:22]([CH3:23])=[CH:21][CH:20]=[CH:19][C:18]=2[CH2:24][CH3:25])[C:8]2[N:9]([C:11]([CH3:14])=[N:12][N:13]=2)[CH:10]=1)=[O:4].[OH-].[Na+]. Product: [CH2:24]([C:18]1[CH:19]=[CH:20][CH:21]=[C:22]([CH3:23])[C:17]=1[CH2:16][NH:15][C:7]1[C:8]2[N:9]([C:11]([CH3:14])=[N:12][N:13]=2)[CH:10]=[C:5]([C:3]([OH:4])=[O:2])[CH:6]=1)[CH3:25]. The catalyst class is: 12. (5) Reactant: Br[C:2]1[CH:7]=[C:6]([C:8]([F:11])([F:10])[F:9])[CH:5]=[C:4]([S:12][CH2:13][CH3:14])[CH:3]=1.[B:15]1([B:15]2[O:19][C:18]([CH3:21])([CH3:20])[C:17]([CH3:23])([CH3:22])[O:16]2)[O:19][C:18]([CH3:21])([CH3:20])[C:17]([CH3:23])([CH3:22])[O:16]1.C([O-])(=O)C.[K+]. Product: [CH2:13]([S:12][C:4]1[CH:3]=[C:2]([B:15]2[O:19][C:18]([CH3:21])([CH3:20])[C:17]([CH3:23])([CH3:22])[O:16]2)[CH:7]=[C:6]([C:8]([F:11])([F:10])[F:9])[CH:5]=1)[CH3:14]. The catalyst class is: 583. (6) The catalyst class is: 5. Product: [CH2:12]([C:10]1[C:15]([CH:16]([CH2:21][CH2:22][CH3:23])[C:17]([OH:19])=[O:18])=[C:14]([CH3:24])[N:13]=[C:12]([C:25]2[CH:26]=[CH:27][CH:28]=[CH:29][CH:30]=2)[N:11]=1)[C:25]1[CH:30]=[CH:29][CH:28]=[CH:27][CH:26]=1. Reactant: [OH-].[Na+].ClC1C=CC([C:10]2[C:15]([CH:16]([CH2:21][CH2:22][CH3:23])[C:17]([O:19]C)=[O:18])=[C:14]([CH3:24])[N:13]=[C:12]([C:25]3[CH:30]=[CH:29][CH:28]=[CH:27][CH:26]=3)[N:11]=2)=C(OC)C=1. (7) Reactant: [C:1]([O:5][C:6]([C:8]([NH2:12])([OH:11])[CH2:9][CH3:10])=[O:7])([CH3:4])([CH3:3])[CH3:2].[CH3:13][C@H:14]([C:27]([OH:29])=[O:28])[C:15]1[CH:16]=[CH:17][C:18]2[CH:19]=[C:20]([O:25][CH3:26])[CH:21]=[CH:22][C:23]=2[CH:24]=1.CCN=C=NCCCN(C)C.Cl. Product: [C:6]([C:8]([NH2:12])([OH:11])[CH2:9][CH3:10])([O:5][C:1]([CH3:2])([CH3:4])[CH3:3])=[O:7].[CH3:13][C@H:14]([C:27]([OH:29])=[O:28])[C:15]1[CH:16]=[CH:17][C:18]2[CH:19]=[C:20]([O:25][CH3:26])[CH:21]=[CH:22][C:23]=2[CH:24]=1. The catalyst class is: 154. (8) Reactant: [OH:1][C@@H:2]1[C@H:7]([NH:8][C:9](=[O:15])[O:10][C:11]([CH3:14])([CH3:13])[CH3:12])[CH:6]=[C:5]([C:16]2[CH:21]=[CH:20][N:19]=[CH:18][C:17]=2[N+:22]([O-:24])=[O:23])[CH2:4][C@@H:3]1[CH3:25].[C:26](#[N:29])[CH:27]=[CH2:28].C(=O)([O-])[O-].[Cs+].[Cs+].C([O-])(O)=O.[Na+]. Product: [C:26]([CH2:27][CH2:28][O:1][C@@H:2]1[C@H:7]([NH:8][C:9](=[O:15])[O:10][C:11]([CH3:12])([CH3:13])[CH3:14])[CH:6]=[C:5]([C:16]2[CH:21]=[CH:20][N:19]=[CH:18][C:17]=2[N+:22]([O-:24])=[O:23])[CH2:4][C@@H:3]1[CH3:25])#[N:29]. The catalyst class is: 664.